This data is from Forward reaction prediction with 1.9M reactions from USPTO patents (1976-2016). The task is: Predict the product of the given reaction. (1) Given the reactants [F:1][C:2]1[CH:7]=[CH:6][C:5]([O:8][CH3:9])=[CH:4][C:3]=1B(O)O.[F-].[Cs+].Br[C:16]1[CH:25]=[CH:24][C:19]([C:20]([O:22][CH3:23])=[O:21])=[CH:18][C:17]=1[O:26][CH:27]1[CH2:32][CH2:31][CH2:30][CH2:29][O:28]1, predict the reaction product. The product is: [F:1][C:2]1[CH:7]=[CH:6][C:5]([O:8][CH3:9])=[CH:4][C:3]=1[C:16]1[CH:25]=[CH:24][C:19]([C:20]([O:22][CH3:23])=[O:21])=[CH:18][C:17]=1[O:26][CH:27]1[CH2:32][CH2:31][CH2:30][CH2:29][O:28]1. (2) Given the reactants [CH3:1][O:2][C:3](=[O:16])[C:4](=[N:14][OH:15])[CH2:5][C:6]1[CH:11]=[CH:10][C:9]([Cl:12])=[CH:8][C:7]=1[Cl:13].[C:17](=O)([O-])[O-].[K+].[K+].CI.O, predict the reaction product. The product is: [CH3:1][O:2][C:3](=[O:16])[C:4](=[N:14][O:15][CH3:17])[CH2:5][C:6]1[CH:11]=[CH:10][C:9]([Cl:12])=[CH:8][C:7]=1[Cl:13]. (3) Given the reactants [Br:1][C:2]1[N:7]=[C:6]([CH:8]=[O:9])[CH:5]=[CH:4][CH:3]=1.[CH2:10](O)[CH2:11][OH:12].CC1C=CC(S(O)(=O)=O)=CC=1, predict the reaction product. The product is: [Br:1][C:2]1[CH:3]=[CH:4][CH:5]=[C:6]([CH:8]2[O:12][CH2:11][CH2:10][O:9]2)[N:7]=1. (4) Given the reactants [OH:1][CH2:2][CH:3]1[CH2:8][CH2:7][N:6]([C:9]([O:11][C:12]([CH3:15])([CH3:14])[CH3:13])=[O:10])[CH2:5][CH2:4]1.C(N(CC)C(C)C)(C)C.ClC(Cl)(O[C:29](=[O:35])OC(Cl)(Cl)Cl)Cl.[CH:37]1([C:42]2[N:43]=[C:44]([C:47]3[CH:53]=[CH:52][CH:51]=[CH:50][C:48]=3[NH2:49])[S:45][CH:46]=2)[CH2:41][CH2:40][CH2:39][CH2:38]1.C(=O)(O)[O-].[Na+], predict the reaction product. The product is: [CH:37]1([C:42]2[N:43]=[C:44]([C:47]3[CH:53]=[CH:52][CH:51]=[CH:50][C:48]=3[NH:49][C:29]([O:1][CH2:2][CH:3]3[CH2:8][CH2:7][N:6]([C:9]([O:11][C:12]([CH3:15])([CH3:14])[CH3:13])=[O:10])[CH2:5][CH2:4]3)=[O:35])[S:45][CH:46]=2)[CH2:38][CH2:39][CH2:40][CH2:41]1. (5) Given the reactants [CH2:1]([NH:3][C:4]([N:6]1[CH2:10][CH2:9][C:8]([CH2:11][CH3:12])=[N:7]1)=[S:5])[CH3:2].I[CH3:14], predict the reaction product. The product is: [CH3:14][S:5][C:4]([N:6]1[CH2:10][CH2:9][C:8]([CH2:11][CH3:12])=[N:7]1)=[N:3][CH2:1][CH3:2]. (6) Given the reactants C[N:2](C)[CH:3]=[O:4].[S:6]1[C:10]2[CH:11]=[CH:12][CH:13]=[CH:14][C:9]=2[CH:8]=[C:7]1[CH2:15][C:16]1[CH:26]=[CH:25][C:19]([O:20][CH2:21]C(O)=O)=[C:18]([C@@H:27]2[O:56][C@H:55]([CH2:57][O:58][CH2:59][C:60]3[CH:65]=[CH:64][CH:63]=[CH:62][CH:61]=3)[C@@H:46]([O:47][CH2:48][C:49]3[CH:54]=[CH:53][CH:52]=[CH:51][CH:50]=3)[C@H:37]([O:38][CH2:39][C:40]3[CH:45]=[CH:44][CH:43]=[CH:42][CH:41]=3)[C@H:28]2[O:29][CH2:30][C:31]2[CH:36]=[CH:35][CH:34]=[CH:33][CH:32]=2)[CH:17]=1.N, predict the reaction product. The product is: [S:6]1[C:10]2[CH:11]=[CH:12][CH:13]=[CH:14][C:9]=2[CH:8]=[C:7]1[CH2:15][C:16]1[CH:26]=[CH:25][C:19]([O:20][CH2:21][C:3]([NH2:2])=[O:4])=[C:18]([C@@H:27]2[O:56][C@H:55]([CH2:57][O:58][CH2:59][C:60]3[CH:61]=[CH:62][CH:63]=[CH:64][CH:65]=3)[C@@H:46]([O:47][CH2:48][C:49]3[CH:50]=[CH:51][CH:52]=[CH:53][CH:54]=3)[C@H:37]([O:38][CH2:39][C:40]3[CH:45]=[CH:44][CH:43]=[CH:42][CH:41]=3)[C@H:28]2[O:29][CH2:30][C:31]2[CH:32]=[CH:33][CH:34]=[CH:35][CH:36]=2)[CH:17]=1. (7) Given the reactants O[C:2]1[CH:7]=[CH:6][CH:5]=[CH:4][C:3]=1[C:8]1[CH:9]=[C:10]2[N:15]([CH:16]=1)[CH:14]=[CH:13][CH:12]=[CH:11]2.[Cl-].[CH3:18][O-:19].[Na+], predict the reaction product. The product is: [N:15]1([CH:16]([CH3:8])[CH2:18][O:19][C:2]2[CH:7]=[CH:6][CH:5]=[CH:4][C:3]=2[C:8]2[CH:9]=[C:10]3[N:15]([CH:16]=2)[CH:14]=[CH:13][CH:12]=[CH:11]3)[CH2:10][CH2:11][CH2:12][CH2:13][CH2:14]1. (8) Given the reactants [C:1]([N:8]1[CH2:13][CH2:12][CH:11]([O:14][C:15]2[CH:20]=[CH:19][CH:18]=[CH:17][C:16]=2[N:21]2[CH2:26][CH2:25][NH:24][CH2:23][CH2:22]2)[CH2:10][CH2:9]1)([O:3][C:4]([CH3:7])([CH3:6])[CH3:5])=[O:2].CCN([CH2:32][CH3:33])CC, predict the reaction product. The product is: [C:1]([N:24]1[CH2:23][CH2:22][N:21]([C:16]2[CH:17]=[CH:18][CH:19]=[CH:20][C:15]=2[O:14][CH:11]2[CH2:10][CH2:9][N:8]([C:1]([O:3][C:4]([CH3:7])([CH3:6])[CH3:5])=[O:2])[CH2:13][CH2:12]2)[CH2:26][CH2:25]1)([O:3][CH2:4][C:33]1[CH:32]=[CH:12][CH:11]=[CH:10][CH:9]=1)=[O:2].